Dataset: Peptide-MHC class I binding affinity with 185,985 pairs from IEDB/IMGT. Task: Regression. Given a peptide amino acid sequence and an MHC pseudo amino acid sequence, predict their binding affinity value. This is MHC class I binding data. (1) The peptide sequence is SFHQQSSGI. The MHC is Patr-A0701 with pseudo-sequence Patr-A0701. The binding affinity (normalized) is 0.0173. (2) The peptide sequence is AEFVFSCGI. The MHC is HLA-B83:01 with pseudo-sequence HLA-B83:01. The binding affinity (normalized) is 0.213. (3) The peptide sequence is AVYLLDGLR. The MHC is HLA-A11:01 with pseudo-sequence HLA-A11:01. The binding affinity (normalized) is 0.353. (4) The peptide sequence is NEYTGNYQCG. The MHC is HLA-B40:01 with pseudo-sequence HLA-B40:01. The binding affinity (normalized) is 0.